Dataset: Full USPTO retrosynthesis dataset with 1.9M reactions from patents (1976-2016). Task: Predict the reactants needed to synthesize the given product. (1) Given the product [CH3:11][C:6]1[C:5]2[N:4]([N:3]=[C:2]([Sn:14]([CH3:20])([CH3:19])[CH3:13])[CH:12]=2)[CH:9]=[C:8]([CH3:10])[N:7]=1, predict the reactants needed to synthesize it. The reactants are: Br[C:2]1[CH:12]=[C:5]2[C:6]([CH3:11])=[N:7][C:8]([CH3:10])=[CH:9][N:4]2[N:3]=1.[CH3:13][Sn:14]([CH3:20])([CH3:19])[Sn:14]([CH3:20])([CH3:19])[CH3:13]. (2) Given the product [NH:12]1[C:7]2[C:6](=[CH:11][CH:10]=[CH:9][CH:8]=2)[NH:5][CH2:4][C:3]1=[O:2], predict the reactants needed to synthesize it. The reactants are: C[O:2][C:3](=O)[CH2:4][NH:5][C:6]1[CH:11]=[CH:10][CH:9]=[CH:8][C:7]=1[N+:12]([O-])=O. (3) Given the product [C:10]([C:9]1[CH:12]=[CH:13][C:6]([O:5][CH2:4][C@@H:2]([OH:1])[CH2:3][N:20]2[CH2:19][CH:18]3[CH2:14][N:15]([C:22]([O:24][C:25]([CH3:28])([CH3:27])[CH3:26])=[O:23])[CH2:16][CH:17]3[CH2:21]2)=[CH:7][CH:8]=1)#[N:11], predict the reactants needed to synthesize it. The reactants are: [O:1]1[CH2:3][C@H:2]1[CH2:4][O:5][C:6]1[CH:13]=[CH:12][C:9]([C:10]#[N:11])=[CH:8][CH:7]=1.[CH2:14]1[CH:18]2[CH2:19][NH:20][CH2:21][CH:17]2[CH2:16][N:15]1[C:22]([O:24][C:25]([CH3:28])([CH3:27])[CH3:26])=[O:23]. (4) Given the product [CH:22]([C:21]1[CH:20]=[CH:19][CH:18]=[C:17]([CH:25]([CH3:27])[CH3:26])[C:16]=1[N:13]1[C:12](=[O:28])[C:7]2=[C:6]3[C:11](=[CH:10][CH:9]=[CH:8]2)[C:2]([O:43][C:40]2[CH:41]=[CH:42][C:37]([C:30]([CH2:31][C:32]([CH3:33])([CH3:34])[CH3:35])([CH3:29])[CH3:36])=[CH:38][CH:39]=2)=[CH:3][CH:4]=[C:5]3[C:14]1=[O:15])([CH3:23])[CH3:24], predict the reactants needed to synthesize it. The reactants are: Cl[C:2]1[C:11]2[C:6]3=[C:7]([C:12](=[O:28])[N:13]([C:16]4[C:21]([CH:22]([CH3:24])[CH3:23])=[CH:20][CH:19]=[CH:18][C:17]=4[CH:25]([CH3:27])[CH3:26])[C:14](=[O:15])[C:5]3=[CH:4][CH:3]=1)[CH:8]=[CH:9][CH:10]=2.[CH3:29][C:30]([C:37]1[CH:42]=[CH:41][C:40]([OH:43])=[CH:39][CH:38]=1)([CH3:36])[CH2:31][C:32]([CH3:35])([CH3:34])[CH3:33].C(=O)([O-])[O-].[K+].[K+].CO. (5) Given the product [Si:2]([O:19][CH2:20][CH2:21]/[CH:22]=[CH:23]/[C@@H:24]([NH:29][P:43]([C:45]1[CH:46]=[CH:47][CH:48]=[CH:49][CH:50]=1)([C:37]1[CH:42]=[CH:41][CH:40]=[CH:39][CH:38]=1)=[O:44])[CH2:25][CH:26]([CH3:27])[CH3:28])([C:15]([CH3:17])([CH3:18])[CH3:16])([C:9]1[CH:10]=[CH:11][CH:12]=[CH:13][CH:14]=1)[C:3]1[CH:4]=[CH:5][CH:6]=[CH:7][CH:8]=1, predict the reactants needed to synthesize it. The reactants are: Cl.[Si:2]([O:19][CH2:20][CH2:21]/[CH:22]=[CH:23]/[C@@H:24]([NH2:29])[CH2:25][CH:26]([CH3:28])[CH3:27])([C:15]([CH3:18])([CH3:17])[CH3:16])([C:9]1[CH:14]=[CH:13][CH:12]=[CH:11][CH:10]=1)[C:3]1[CH:8]=[CH:7][CH:6]=[CH:5][CH:4]=1.CCN(CC)CC.[C:37]1([P:43](Cl)([C:45]2[CH:50]=[CH:49][CH:48]=[CH:47][CH:46]=2)=[O:44])[CH:42]=[CH:41][CH:40]=[CH:39][CH:38]=1. (6) Given the product [F:1][C:2]([F:8])([F:7])[S:3]([O-:6])(=[O:5])=[O:4].[CH3:25][NH+:20]1[CH2:21][CH2:22][N:23]([CH3:24])[CH:19]1[Cl:18], predict the reactants needed to synthesize it. The reactants are: [F:1][C:2]([F:8])([F:7])[S:3]([O-:6])(=[O:5])=[O:4].[Ca+2].[F:1][C:2]([F:8])([F:7])[S:3]([O-:6])(=[O:5])=[O:4].[Cl:18][C:19]1(Cl)[N:23]([CH3:24])[CH2:22][CH2:21][N:20]1[CH3:25].